From a dataset of Forward reaction prediction with 1.9M reactions from USPTO patents (1976-2016). Predict the product of the given reaction. (1) Given the reactants [CH2:1]1[CH:6]2[CH2:7][CH2:8][CH2:9][N:5]2[CH2:4][CH2:3][N:2]1[C:10]1[CH:19]=[CH:18][C:13]([C:14]([O:16]C)=O)=[CH:12][CH:11]=1.[CH3:20][O:21][C:22]1[CH:23]=[C:24]([CH2:30][O:31][C:32]2[CH:33]=[C:34]([NH2:37])[NH:35][N:36]=2)[CH:25]=[C:26]([O:28][CH3:29])[CH:27]=1.C[Al](C)C.C1(C)C=CC=CC=1, predict the reaction product. The product is: [CH2:1]1[CH:6]2[CH2:7][CH2:8][CH2:9][N:5]2[CH2:4][CH2:3][N:2]1[C:10]1[CH:11]=[CH:12][C:13]([C:14]([NH:37][C:34]2[NH:35][N:36]=[C:32]([O:31][CH2:30][C:24]3[CH:25]=[C:26]([O:28][CH3:29])[CH:27]=[C:22]([O:21][CH3:20])[CH:23]=3)[CH:33]=2)=[O:16])=[CH:18][CH:19]=1. (2) Given the reactants [Br:1][C:2]1[CH:3]=[CH:4][C:5]([O:9][CH2:10][C:11]2[CH:16]=[CH:15][CH:14]=[C:13]([F:17])[CH:12]=2)=[C:6]([OH:8])[CH:7]=1.[C:18]1([N:24]2[CH2:27][CH:26](O)[CH2:25]2)[CH:23]=[CH:22][CH:21]=[CH:20][CH:19]=1, predict the reaction product. The product is: [Br:1][C:2]1[CH:3]=[CH:4][C:5]([O:9][CH2:10][C:11]2[CH:16]=[CH:15][CH:14]=[C:13]([F:17])[CH:12]=2)=[C:6]([CH:7]=1)[O:8][CH:26]1[CH2:27][N:24]([C:18]2[CH:23]=[CH:22][CH:21]=[CH:20][CH:19]=2)[CH2:25]1. (3) Given the reactants [CH3:1][O:2][C:3]1[CH:8]=[CH:7][C:6]([C:9]2[CH:14]=[CH:13][C:12]([CH:15](C([O-])=O)[C:16]([O-:18])=[O:17])=[C:11]([N+:22]([O-:24])=[O:23])[CH:10]=2)=[CH:5][CH:4]=1, predict the reaction product. The product is: [CH3:1][O:2][C:3]1[CH:4]=[CH:5][C:6]([C:9]2[CH:14]=[CH:13][C:12]([CH2:15][C:16]([OH:18])=[O:17])=[C:11]([N+:22]([O-:24])=[O:23])[CH:10]=2)=[CH:7][CH:8]=1.